Dataset: Catalyst prediction with 721,799 reactions and 888 catalyst types from USPTO. Task: Predict which catalyst facilitates the given reaction. (1) Reactant: C1CCC(N=C=NC2CCCCC2)CC1.Cl.[C:17]([C:20]1[CH:25]=[CH:24][CH:23]=[CH:22][C:21]=1[NH:26][CH:27]([C:31]1[CH:36]=[CH:35][CH:34]=[CH:33][CH:32]=1)[C:28]([OH:30])=[O:29])(=[O:19])[CH3:18].C1C=CC2N(O)N=NC=2C=1.[N:47]12[CH2:54][CH2:53][CH:50]([CH2:51][CH2:52]1)[C@@H:49](O)[CH2:48]2. Product: [N:47]12[CH2:54][CH2:53][CH:50]([CH2:51][CH2:52]1)[C@@H:49]([O:29][C:28](=[O:30])[CH:27]([NH:26][C:21]1[CH:22]=[CH:23][CH:24]=[CH:25][C:20]=1[C:17](=[O:19])[CH3:18])[C:31]1[CH:36]=[CH:35][CH:34]=[CH:33][CH:32]=1)[CH2:48]2. The catalyst class is: 1. (2) Reactant: [O:1]1[C:6]2[CH:7]=[CH:8][CH:9]=[CH:10][C:5]=2O[CH2:3][CH:2]1[C:11]([OH:13])=[O:12].[CH3:14][Si](C=[N+]=[N-])(C)C.CI.C[Si](C)(C)[N-][Si](C)(C)C.[K+].[CH3:33][OH:34]. Product: [CH3:33][O:34][C:7]1[CH:8]=[CH:9][CH:10]=[CH:5][C:6]=1[O:1][C:2](=[CH2:3])[C:11]([O:13][CH3:14])=[O:12]. The catalyst class is: 91. (3) Reactant: [NH2:1][CH:2]([C:4]1[N:5]([C:15]2[CH:20]=[CH:19][CH:18]=[CH:17][CH:16]=2)[C:6](=[O:14])[C:7]2[N:8]([CH:10]=[CH:11][C:12]=2[CH3:13])[CH:9]=1)[CH3:3].[NH2:21][C:22]1[C:27]([C:28]#[N:29])=[C:26](Cl)[N:25]=[CH:24][N:23]=1.C(N(CC)CC)C. Product: [NH2:21][C:22]1[C:27]([C:28]#[N:29])=[C:26]([NH:1][CH:2]([C:4]2[N:5]([C:15]3[CH:20]=[CH:19][CH:18]=[CH:17][CH:16]=3)[C:6](=[O:14])[C:7]3[N:8]([CH:10]=[CH:11][C:12]=3[CH3:13])[CH:9]=2)[CH3:3])[N:25]=[CH:24][N:23]=1. The catalyst class is: 114. (4) Reactant: Cl.[Br:2][C:3]1[CH:8]=[CH:7][C:6]([NH:9][NH2:10])=[C:5]([Cl:11])[CH:4]=1.[CH2:12]1[CH:19]2[NH:20][CH:14]([CH2:15][C:16]([CH2:18]2)=O)[CH2:13]1.Cl.Cl.C(=O)([O-])[O-].[K+].[K+].[C:29]([O:33][C:34](O[C:34]([O:33][C:29]([CH3:32])([CH3:31])[CH3:30])=[O:35])=[O:35])([CH3:32])([CH3:31])[CH3:30]. Product: [Br:2][C:3]1[CH:8]=[CH:7][C:6]([NH:9][N:10]=[C:16]2[CH2:18][CH:19]3[N:20]([C:34]([O:33][C:29]([CH3:32])([CH3:31])[CH3:30])=[O:35])[CH:14]([CH2:13][CH2:12]3)[CH2:15]2)=[C:5]([Cl:11])[CH:4]=1. The catalyst class is: 8.